From a dataset of Catalyst prediction with 721,799 reactions and 888 catalyst types from USPTO. Predict which catalyst facilitates the given reaction. (1) Reactant: C(OC(=O)O[C@H:6]1[CH2:10][C@@H:9]([N:11]2[CH:19]=[N:18][C:17]3[C:12]2=[N:13][C:14]([Cl:38])=[N:15][C:16]=3[NH:20][CH:21]([C:30]2[CH:35]=[CH:34][C:33]([O:36][CH3:37])=[CH:32][CH:31]=2)[C:22]2[CH:27]=[CH:26][C:25]([O:28][CH3:29])=[CH:24][CH:23]=2)[CH:8]=[CH:7]1)C.[NH:40]([C:48]([O:50][C:51]([CH3:54])([CH3:53])[CH3:52])=[O:49])[C:41]([O:43][C:44]([CH3:47])([CH3:46])[CH3:45])=[O:42].C1(P(C2C=CC=CC=2)C2C=CC=CC=2)C=CC=CC=1. Product: [CH3:29][O:28][C:25]1[CH:24]=[CH:23][C:22]([CH:21]([NH:20][C:16]2[N:15]=[C:14]([Cl:38])[N:13]=[C:12]3[C:17]=2[N:18]=[CH:19][N:11]3[C@@H:9]2[CH2:10][C@H:6]([N:40]([C:41]([O:43][C:44]([CH3:47])([CH3:46])[CH3:45])=[O:42])[C:48]([O:50][C:51]([CH3:52])([CH3:53])[CH3:54])=[O:49])[CH:7]=[CH:8]2)[C:30]2[CH:31]=[CH:32][C:33]([O:36][CH3:37])=[CH:34][CH:35]=2)=[CH:27][CH:26]=1. The catalyst class is: 73. (2) Reactant: [NH2:1][C:2]1[N:7]=[CH:6][N:5]=[C:4]2[N:8]([CH:20]3[CH2:25][CH2:24][N:23](C([O:28][C:29]([CH3:32])(C)C)=O)[CH2:22][CH2:21]3)[N:9]=[C:10]([C:11]3[CH:16]=[CH:15][C:14]([NH2:17])=[C:13]([O:18][CH3:19])[CH:12]=3)[C:3]=12.[F:33][C:34]1[CH:42]=[C:41]([C:43]([F:46])([F:45])[F:44])[CH:40]=[CH:39][C:35]=1[C:36](Cl)=[O:37]. Product: [C:29]([OH:37])(=[O:28])[CH3:32].[NH2:1][C:2]1[N:7]=[CH:6][N:5]=[C:4]2[N:8]([CH:20]3[CH2:21][CH2:22][NH:23][CH2:24][CH2:25]3)[N:9]=[C:10]([C:11]3[CH:16]=[CH:15][C:14]([NH:17][C:36](=[O:37])[C:35]4[CH:39]=[CH:40][C:41]([C:43]([F:44])([F:45])[F:46])=[CH:42][C:34]=4[F:33])=[C:13]([O:18][CH3:19])[CH:12]=3)[C:3]=12. The catalyst class is: 272. (3) Reactant: [F:1][C:2]1[CH:7]=[CH:6][C:5]([NH:8][CH2:9][C:10]2[CH:30]=[CH:29][C:13]3[NH:14][C:15]([C@@H:17]4[CH2:21][CH2:20][CH2:19][N:18]4[C:22]([O:24][C:25]([CH3:28])([CH3:27])[CH3:26])=[O:23])=[N:16][C:12]=3[CH:11]=2)=[CH:4][CH:3]=1.Br[CH2:32][C:33]1[CH:38]=[CH:37][C:36]([N+:39]([O-:41])=[O:40])=[CH:35][CH:34]=1.C(=O)([O-])[O-].[K+].[K+]. The catalyst class is: 35. Product: [F:1][C:2]1[CH:7]=[CH:6][C:5]([N:8]([CH2:9][C:10]2[CH:30]=[CH:29][C:13]3[NH:14][C:15]([C@@H:17]4[CH2:21][CH2:20][CH2:19][N:18]4[C:22]([O:24][C:25]([CH3:26])([CH3:27])[CH3:28])=[O:23])=[N:16][C:12]=3[CH:11]=2)[CH2:32][C:33]2[CH:38]=[CH:37][C:36]([N+:39]([O-:41])=[O:40])=[CH:35][CH:34]=2)=[CH:4][CH:3]=1. (4) Product: [N:19]12[CH2:24][CH2:23][CH:22]([CH2:21][CH2:20]1)[C@@H:1]([O:2][C:3]([C:5]1([C:12]3[CH:17]=[CH:16][CH:15]=[C:14]([F:18])[CH:13]=3)[CH2:6][CH2:7][CH2:8][CH2:9][CH2:10][CH2:11]1)=[O:4])[CH2:26]2. The catalyst class is: 11. Reactant: [CH3:1][O:2][C:3]([C:5]1([C:12]2[CH:17]=[CH:16][CH:15]=[C:14]([F:18])[CH:13]=2)[CH2:11][CH2:10][CH2:9][CH2:8][CH2:7][CH2:6]1)=[O:4].[N:19]12[CH2:26]C[CH:22]([CH2:23][CH2:24]1)[C@@H:21](O)[CH2:20]2. (5) Product: [NH2:26][C:6]1[C:7]([O:8][CH2:9][C@@H:10]2[C@@H:14]([O:15][CH3:16])[CH2:13][CH2:12][N:11]2[C:17]([O:19][C:20]([CH3:23])([CH3:22])[CH3:21])=[O:18])=[C:2]([Cl:1])[N:3]=[CH:4][N:5]=1. The catalyst class is: 41. Reactant: [Cl:1][C:2]1[C:7]([O:8][CH2:9][C@@H:10]2[C@@H:14]([O:15][CH3:16])[CH2:13][CH2:12][N:11]2[C:17]([O:19][C:20]([CH3:23])([CH3:22])[CH3:21])=[O:18])=[C:6](Cl)[N:5]=[CH:4][N:3]=1.[OH-].[NH4+:26]. (6) Reactant: [C:1]([C:4]1[CH:5]=[C:6]([CH:17]=[CH:18][CH:19]=1)[CH2:7][CH:8]([C:14](=O)[CH3:15])[C:9]([O:11]CC)=O)(=[O:3])[CH3:2].Cl.[C:21](=[NH:26])([NH2:25])[CH2:22][CH2:23][CH3:24].C[O-].[Na+].CO. Product: [C:1]([C:4]1[CH:5]=[C:6]([CH:17]=[CH:18][CH:19]=1)[CH2:7][C:8]1[C:9](=[O:11])[NH:26][C:21]([CH2:22][CH2:23][CH3:24])=[N:25][C:14]=1[CH3:15])(=[O:3])[CH3:2]. The catalyst class is: 5. (7) Reactant: C([O:8][C:9]1[C:14]2[N:15]=[C:16]([CH3:18])[O:17][C:13]=2[CH:12]=[CH:11][C:10]=1[CH:19]([O:25][C:26]([CH3:29])([CH3:28])[CH3:27])[C:20]([O:22][CH2:23][CH3:24])=[O:21])C1C=CC=CC=1. Product: [C:26]([O:25][CH:19]([C:10]1[CH:11]=[CH:12][C:13]2[O:17][C:16]([CH3:18])=[N:15][C:14]=2[C:9]=1[OH:8])[C:20]([O:22][CH2:23][CH3:24])=[O:21])([CH3:28])([CH3:27])[CH3:29]. The catalyst class is: 43.